Dataset: Catalyst prediction with 721,799 reactions and 888 catalyst types from USPTO. Task: Predict which catalyst facilitates the given reaction. (1) Reactant: [OH:1][C:2]1[C:9]([N+:10]([O-:12])=[O:11])=[CH:8][C:5]([C:6]#[N:7])=[CH:4][C:3]=1I.[CH3:14]B(O)O.C(=O)([O-])[O-].[Cs+].[Cs+]. Product: [OH:1][C:2]1[C:9]([N+:10]([O-:12])=[O:11])=[CH:8][C:5]([C:6]#[N:7])=[CH:4][C:3]=1[CH3:14]. The catalyst class is: 9. (2) Reactant: [Cl:1][C:2]1[CH:7]=[CH:6][C:5]([C:8](=[O:20])[NH:9][CH:10]([C:14]2[CH:19]=[CH:18][CH:17]=[CH:16][CH:15]=2)[CH2:11][CH2:12][OH:13])=[CH:4][C:3]=1[NH:21][C:22]([C:24]1[C:47](=[O:48])[NH:46][C:27]2[N:28]=[C:29]([N:32]3[CH2:37][CH2:36][CH:35](NC(=O)OC(C)(C)C)C[CH2:33]3)[N:30]=[CH:31][C:26]=2[CH:25]=1)=[O:23].Cl.[C@@H]12[O:57][C@@H:54](CC1)[CH2:53]NC2.C(N(CC)CC)C. Product: [Cl:1][C:2]1[CH:7]=[CH:6][C:5]([C:8](=[O:20])[NH:9][CH:10]([C:14]2[CH:15]=[CH:16][CH:17]=[CH:18][CH:19]=2)[CH2:11][CH2:12][OH:13])=[CH:4][C:3]=1[NH:21][C:22]([C:24]1[C:47](=[O:48])[NH:46][C:27]2[N:28]=[C:29]([N:32]3[CH2:33][C@H:54]4[O:57][C@H:36]([CH2:35][CH2:53]4)[CH2:37]3)[N:30]=[CH:31][C:26]=2[CH:25]=1)=[O:23]. The catalyst class is: 3. (3) Reactant: [C:1]([O:5][C:6]([N:8]1[CH2:13][CH2:12][CH:11]([OH:14])[CH2:10][CH2:9]1)=[O:7])([CH3:4])([CH3:3])[CH3:2].C(Cl)([Cl:17])=O.C1(C)C=CC=CC=1. Product: [Cl:17][C:6]([OH:5])=[O:7].[C:1]([O:5][C:6]([N:8]1[CH2:13][CH2:12][CH:11]([OH:14])[CH2:10][CH2:9]1)=[O:7])([CH3:4])([CH3:2])[CH3:3]. The catalyst class is: 1. (4) Product: [Cl:1][C:2]1[CH:7]=[CH:6][C:5]([C:8]2[CH:13]=[CH:12][C:11]([C:14]3[C:19]([C:20]([F:21])([F:23])[F:22])=[CH:18][C:17]([F:24])=[C:16]([CH2:25][O:26][C:27]4[N:32]=[CH:31][C:30]5[C@@H:33]6[C@@H:36]([C:37]([OH:39])=[O:38])[C@@H:34]6[CH2:35][C:29]=5[CH:28]=4)[CH:15]=3)=[C:10]([F:42])[CH:9]=2)=[C:4]([F:43])[CH:3]=1. The catalyst class is: 636. Reactant: [Cl:1][C:2]1[CH:7]=[CH:6][C:5]([C:8]2[CH:13]=[CH:12][C:11]([C:14]3[C:19]([C:20]([F:23])([F:22])[F:21])=[CH:18][C:17]([F:24])=[C:16]([CH2:25][O:26][C:27]4[N:32]=[CH:31][C:30]5[C@@H:33]6[C@@H:36]([C:37]([O:39]CC)=[O:38])[C@@H:34]6[CH2:35][C:29]=5[CH:28]=4)[CH:15]=3)=[C:10]([F:42])[CH:9]=2)=[C:4]([F:43])[CH:3]=1.[Li+].[OH-].O. (5) Reactant: [CH3:1][N:2]([CH:4]=O)[CH3:3].P(Cl)(Cl)([Cl:8])=O.[CH3:11][O:12][C:13]([C:15]1[CH:16]=[CH:17][C:18]2[O:23][CH2:22][C:21](=O)[NH:20][C:19]=2[CH:25]=1)=[O:14]. Product: [CH3:11][O:12][C:13]([C:15]1[CH:16]=[CH:17][C:18]2[O:23][C:22](=[CH:4][N:2]([CH3:1])[CH3:3])[CH:21]([Cl:8])[NH:20][C:19]=2[CH:25]=1)=[O:14]. The catalyst class is: 22. (6) Reactant: [CH3:1][N:2]1[CH2:15][CH2:14][C:5]2[NH:6][C:7]3[CH:8]=[CH:9][C:10]([CH3:13])=[CH:11][C:12]=3[C:4]=2[CH2:3]1.[CH:16]([NH:19][C:20]1[CH:25]=[CH:24][C:23]([CH:26]=[CH2:27])=[CH:22][N:21]=1)([CH3:18])[CH3:17].[OH-].[K+]. Product: [CH3:1][N:2]1[CH2:15][CH2:14][C:5]2[N:6]([CH2:27][CH2:26][C:23]3[CH:24]=[CH:25][C:20]([NH:19][CH:16]([CH3:17])[CH3:18])=[N:21][CH:22]=3)[C:7]3[CH:8]=[CH:9][C:10]([CH3:13])=[CH:11][C:12]=3[C:4]=2[CH2:3]1. The catalyst class is: 37. (7) Reactant: [C@H:1]1([NH:10][C:11]2[CH:20]=[CH:19][C:18]3[C:13](=[CH:14][CH:15]=[CH:16][C:17]=3[N+:21]([O-])=O)[N:12]=2)[C:9]2[C:4](=[CH:5][CH:6]=[CH:7][CH:8]=2)[CH2:3][CH2:2]1.[F:24][C:25]1[CH:26]=[C:27]([CH:31]=[C:32]([F:34])[CH:33]=1)[C:28](Cl)=[O:29].Cl. Product: [F:24][C:25]1[CH:26]=[C:27]([CH:31]=[C:32]([F:34])[CH:33]=1)[C:28]([NH:21][C:17]1[CH:16]=[CH:15][CH:14]=[C:13]2[C:18]=1[CH:19]=[CH:20][C:11]([NH:10][C@H:1]1[C:9]3[C:4](=[CH:5][CH:6]=[CH:7][CH:8]=3)[CH2:3][CH2:2]1)=[N:12]2)=[O:29]. The catalyst class is: 17.